This data is from Catalyst prediction with 721,799 reactions and 888 catalyst types from USPTO. The task is: Predict which catalyst facilitates the given reaction. Reactant: [C:1]1([C:7]2[CH:11]=[CH:10][S:9][CH:8]=2)[CH:6]=[CH:5][CH:4]=[CH:3][CH:2]=1.[C:12](Cl)(=[O:14])[CH3:13].[Cl-].[Al+3].[Cl-].[Cl-]. The catalyst class is: 4. Product: [C:1]1([C:7]2[CH:11]=[CH:10][S:9][C:8]=2[C:12](=[O:14])[CH3:13])[CH:2]=[CH:3][CH:4]=[CH:5][CH:6]=1.[C:1]1([C:7]2[CH:11]=[C:10]([C:12](=[O:14])[CH3:13])[S:9][CH:8]=2)[CH:2]=[CH:3][CH:4]=[CH:5][CH:6]=1.